Dataset: NCI-60 drug combinations with 297,098 pairs across 59 cell lines. Task: Regression. Given two drug SMILES strings and cell line genomic features, predict the synergy score measuring deviation from expected non-interaction effect. (1) Drug 1: CC1OCC2C(O1)C(C(C(O2)OC3C4COC(=O)C4C(C5=CC6=C(C=C35)OCO6)C7=CC(=C(C(=C7)OC)O)OC)O)O. Drug 2: CCCCC(=O)OCC(=O)C1(CC(C2=C(C1)C(=C3C(=C2O)C(=O)C4=C(C3=O)C=CC=C4OC)O)OC5CC(C(C(O5)C)O)NC(=O)C(F)(F)F)O. Cell line: SK-MEL-2. Synergy scores: CSS=26.5, Synergy_ZIP=2.12, Synergy_Bliss=2.64, Synergy_Loewe=1.37, Synergy_HSA=2.06. (2) Drug 1: CN1CCC(CC1)COC2=C(C=C3C(=C2)N=CN=C3NC4=C(C=C(C=C4)Br)F)OC. Drug 2: CC1=CC2C(CCC3(C2CCC3(C(=O)C)OC(=O)C)C)C4(C1=CC(=O)CC4)C. Cell line: SK-OV-3. Synergy scores: CSS=17.4, Synergy_ZIP=-6.33, Synergy_Bliss=3.91, Synergy_Loewe=-1.43, Synergy_HSA=3.79. (3) Drug 1: C(CC(=O)O)C(=O)CN.Cl. Drug 2: C1CC(=O)NC(=O)C1N2C(=O)C3=CC=CC=C3C2=O. Cell line: M14. Synergy scores: CSS=-2.93, Synergy_ZIP=2.22, Synergy_Bliss=0.991, Synergy_Loewe=-6.55, Synergy_HSA=-6.00. (4) Drug 1: CC1=C2C(C(=O)C3(C(CC4C(C3C(C(C2(C)C)(CC1OC(=O)C(C(C5=CC=CC=C5)NC(=O)C6=CC=CC=C6)O)O)OC(=O)C7=CC=CC=C7)(CO4)OC(=O)C)O)C)OC(=O)C. Drug 2: COC1=C2C(=CC3=C1OC=C3)C=CC(=O)O2. Cell line: HL-60(TB). Synergy scores: CSS=31.7, Synergy_ZIP=-10.00, Synergy_Bliss=-18.5, Synergy_Loewe=-47.5, Synergy_HSA=-18.2.